From a dataset of Reaction yield outcomes from USPTO patents with 853,638 reactions. Predict the reaction yield, written as a fraction of the theoretical maximum amount of product (1.0 means a 100% yield; for example, 0.34 means a 34% yield). (1) The reactants are [N:1]1[CH:6]=[CH:5][C:4]([N:7]2[CH:12]=[CH:11][C:10](=[O:13])[C:9]([C:14]3[N:15]([C:19]4[CH:24]=[CH:23][CH:22]=[C:21]([C:25]#[C:26][Si](C)(C)C)[CH:20]=4)[N:16]=[CH:17][CH:18]=3)=[N:8]2)=[CH:3][CH:2]=1.CCCC[N+](CCCC)(CCCC)CCCC.O.O.O.[F-]. The catalyst is C1COCC1. The product is [C:25]([C:21]1[CH:20]=[C:19]([N:15]2[C:14]([C:9]3[C:10](=[O:13])[CH:11]=[CH:12][N:7]([C:4]4[CH:3]=[CH:2][N:1]=[CH:6][CH:5]=4)[N:8]=3)=[CH:18][CH:17]=[N:16]2)[CH:24]=[CH:23][CH:22]=1)#[CH:26]. The yield is 0.810. (2) The reactants are [CH2:1]([N:8]1[CH2:14][C:13]2[N:15]=[CH:16][C:17](Cl)=[N:18][C:12]=2[O:11][CH2:10][CH2:9]1)[C:2]1[CH:7]=[CH:6][CH:5]=[CH:4][CH:3]=1.[CH2:20]([C@@H:22]1[CH2:27][O:26][CH2:25][CH2:24][NH:23]1)[CH3:21].CC(C1C=C(C(C)C)C(C2C=CC=CC=2P(C2CCCCC2)C2CCCCC2)=C(C(C)C)C=1)C.CC(C)([O-])C.[Na+]. The catalyst is C1(C)C=CC=CC=1.C1C=CC(/C=C/C(/C=C/C2C=CC=CC=2)=O)=CC=1.C1C=CC(/C=C/C(/C=C/C2C=CC=CC=2)=O)=CC=1.C1C=CC(/C=C/C(/C=C/C2C=CC=CC=2)=O)=CC=1.[Pd].[Pd].O. The product is [CH2:1]([N:8]1[CH2:14][C:13]2[N:15]=[CH:16][C:17]([N:23]3[CH2:24][CH2:25][O:26][CH2:27][C@H:22]3[CH2:20][CH3:21])=[N:18][C:12]=2[O:11][CH2:10][CH2:9]1)[C:2]1[CH:7]=[CH:6][CH:5]=[CH:4][CH:3]=1. The yield is 0.330. (3) The reactants are C([O:5][C:6](=O)[NH:7][C@H:8]([C:16]1[NH:17][CH:18]=[C:19]([C:21]2[CH:26]=[CH:25][C:24]([C:27]3[N:31]=[C:30]([CH3:32])[O:29][N:28]=3)=[CH:23][CH:22]=2)[N:20]=1)[CH2:9][C:10]1[CH:15]=[CH:14][CH:13]=[CH:12][CH:11]=1)(C)(C)C.[C:34]([C:36]1[CH:44]=[CH:43][C:39](C(O)=O)=[C:38]([F:45])[CH:37]=1)#[N:35]. No catalyst specified. The product is [C:34]([C:36]1[CH:44]=[CH:43][C:39]([C:6]([NH:7][C@H:8]([C:16]2[NH:17][CH:18]=[C:19]([C:21]3[CH:22]=[CH:23][C:24]([C:27]4[N:31]=[C:30]([CH3:32])[O:29][N:28]=4)=[CH:25][CH:26]=3)[N:20]=2)[CH2:9][C:10]2[CH:15]=[CH:14][CH:13]=[CH:12][CH:11]=2)=[O:5])=[C:38]([F:45])[CH:37]=1)#[N:35]. The yield is 0.900. (4) The reactants are C([O:8][C:9]1[CH:19]=[CH:18][C:12]2[C:13]([CH3:17])([CH3:16])[CH2:14][O:15][C:11]=2[CH:10]=1)C1C=CC=CC=1.[H][H]. The catalyst is CO.[Pd]. The product is [CH3:16][C:13]1([CH3:17])[C:12]2[CH:18]=[CH:19][C:9]([OH:8])=[CH:10][C:11]=2[O:15][CH2:14]1. The yield is 0.740. (5) The reactants are C([O-])([O-])=O.[Cs+].[Cs+].[F:7][C:8]([F:24])([F:23])[CH:9]([C:11]1[CH:16]=[CH:15][CH:14]=[CH:13][C:12]=1[C:17]1[CH:18]=[N:19][N:20]([CH3:22])[CH:21]=1)[OH:10].[NH2:25][C:26]1[N:31]=[C:30](Cl)[CH:29]=[C:28]([Cl:33])[N:27]=1.O. The catalyst is C1COCC1.C(OCC)(=O)C. The product is [Cl:33][C:28]1[CH:29]=[C:30]([O:10][CH:9]([C:11]2[CH:16]=[CH:15][CH:14]=[CH:13][C:12]=2[C:17]2[CH:18]=[N:19][N:20]([CH3:22])[CH:21]=2)[C:8]([F:7])([F:23])[F:24])[N:31]=[C:26]([NH2:25])[N:27]=1. The yield is 0.920. (6) The reactants are [CH3:1][CH:2]([CH2:6][CH3:7])[CH:3]([OH:5])[CH3:4].[H-].[Na+].Cl[C:11]1[CH:12]=[CH:13][C:14]2[CH2:15][N:16]([C:22]([O:24][C:25]([CH3:28])([CH3:27])[CH3:26])=[O:23])[CH2:17][CH2:18][O:19][C:20]=2[N:21]=1.O. The catalyst is C1(C)C=CC=CC=1.C1C=CC(/C=C/C(/C=C/C2C=CC=CC=2)=O)=CC=1.C1C=CC(/C=C/C(/C=C/C2C=CC=CC=2)=O)=CC=1.C1C=CC(/C=C/C(/C=C/C2C=CC=CC=2)=O)=CC=1.[Pd].[Pd].C1C=CC(P(C2C(C3C(P(C4C=CC=CC=4)C4C=CC=CC=4)=CC=C4C=3C=CC=C4)=C3C(C=CC=C3)=CC=2)C2C=CC=CC=2)=CC=1. The product is [CH3:4][CH:3]([O:5][C:11]1[CH:12]=[CH:13][C:14]2[CH2:15][N:16]([C:22]([O:24][C:25]([CH3:28])([CH3:27])[CH3:26])=[O:23])[CH2:17][CH2:18][O:19][C:20]=2[N:21]=1)[CH:2]([CH3:1])[CH2:6][CH3:7]. The yield is 0.610.